Dataset: Forward reaction prediction with 1.9M reactions from USPTO patents (1976-2016). Task: Predict the product of the given reaction. Given the reactants [CH2:1]([O:3][C:4](=[O:14])[CH2:5][C:6](=O)[C@H:7]([CH3:12])[C@H:8]([CH3:11])[CH2:9][CH3:10])[CH3:2].Cl.[O:16]([NH2:18])[CH3:17].C([O-])(=O)C.[Na+].CC(OC)(C)C, predict the reaction product. The product is: [CH2:1]([O:3][C:4](=[O:14])[CH2:5][C:6](=[N:18][O:16][CH3:17])[C@H:7]([CH3:12])[C@H:8]([CH3:11])[CH2:9][CH3:10])[CH3:2].